Dataset: Full USPTO retrosynthesis dataset with 1.9M reactions from patents (1976-2016). Task: Predict the reactants needed to synthesize the given product. (1) Given the product [Cl:14][C:15]1[CH:23]=[C:22]2[C:18]([C:19]([CH2:25][NH:6][CH3:5])=[CH:20][N:21]2[CH3:24])=[CH:17][CH:16]=1, predict the reactants needed to synthesize it. The reactants are: BrC1C=C[C:5](NCC(OC)=O)=[N:6]C=1.[Cl:14][C:15]1[CH:23]=[C:22]2[C:18]([C:19]([CH:25]=O)=[CH:20][N:21]2[CH3:24])=[CH:17][CH:16]=1.CN1C2C(=CC=CC=2)C(C)=C1C=O. (2) Given the product [Cl:12][C:8]1[N:7]=[CH:6][CH:5]=[C:4]2[C:9]=1[CH:10]=[CH:11][C:2]([C:14]1[CH:19]=[CH:18][N:17]=[C:16]([CH3:20])[CH:15]=1)=[N:3]2, predict the reactants needed to synthesize it. The reactants are: Cl[C:2]1[CH:11]=[CH:10][C:9]2[C:4](=[CH:5][CH:6]=[N:7][C:8]=2[Cl:12])[N:3]=1.B(O)(O)[C:14]1[CH:19]=[CH:18][N:17]=[C:16]([CH3:20])[CH:15]=1.C([O-])([O-])=O.[Na+].[Na+].O1CCOCC1. (3) Given the product [Cl:1][C:2]1[CH:3]=[CH:4][CH:5]([S:8][C:9]2[C:13]3=[N:14][C:15]([CH3:18])=[CH:16][CH:17]=[C:12]3[N:11]([CH2:19][C:20]([OH:22])=[O:21])[C:10]=2[CH3:25])[CH2:6][CH:7]=1, predict the reactants needed to synthesize it. The reactants are: [Cl:1][C:2]1[CH:7]=[CH:6][C:5]([S:8][C:9]2[C:13]3=[N:14][C:15]([CH3:18])=[CH:16][CH:17]=[C:12]3[N:11]([CH2:19][C:20]([O:22]CC)=[O:21])[C:10]=2[CH3:25])=[CH:4][CH:3]=1.[OH-].[Na+].C1COCC1. (4) The reactants are: Br[C:2]1[O:6][C:5]([CH:7]=[C:8]2[C:16]3[C:11](=[CH:12][CH:13]=[C:14]([Cl:17])[CH:15]=3)[NH:10][C:9]2=[O:18])=[CH:4][CH:3]=1.C([O-])([O-])=O.[Cs+].[Cs+].[CH3:25][N:26]([CH3:36])[C:27]1[N:32]=[CH:31][C:30](B(O)O)=[CH:29][CH:28]=1. Given the product [Cl:17][C:14]1[CH:15]=[C:16]2[C:11](=[CH:12][CH:13]=1)[NH:10][C:9](=[O:18])[C:8]2=[CH:7][C:5]1[O:6][C:2]([C:30]2[CH:31]=[N:32][C:27]([N:26]([CH3:36])[CH3:25])=[CH:28][CH:29]=2)=[CH:3][CH:4]=1, predict the reactants needed to synthesize it. (5) The reactants are: C(OC(=O)[NH:7][CH:8]([CH2:46][C:47]1[CH:52]=[CH:51][CH:50]=[CH:49][CH:48]=1)[C:9](=[O:45])[N:10]1[CH2:14][CH2:13][CH2:12][CH:11]1[C:15](=[O:44])[NH:16][CH:17]([CH2:34][C:35]1[CH:40]=[C:39]([F:41])[C:38]([F:42])=[CH:37][C:36]=1[F:43])[CH2:18][C:19](=[O:33])[N:20]1[CH2:25][CH2:24][N:23]2[C:26]([C:29]([F:32])([F:31])[F:30])=[N:27][N:28]=[C:22]2[CH2:21]1)(C)(C)C.[ClH:54].[C:55]([O:58]CC)(=[O:57])[CH3:56]. Given the product [ClH:54].[O:33]=[C:19]([N:20]1[CH2:25][CH2:24][N:23]2[C:26]([C:29]([F:30])([F:32])[F:31])=[N:27][N:28]=[C:22]2[CH2:21]1)[CH2:18][CH:17]([NH:16][C:15]([CH:11]1[CH2:12][CH2:13][CH2:14][N:10]1[C:9](=[O:45])[CH:8]([NH2:7])[CH2:46][C:47]1[CH:48]=[CH:49][CH:50]=[CH:51][CH:52]=1)=[O:44])[CH2:34][C:35]1[CH:40]=[C:39]([F:41])[C:38]([F:42])=[CH:37][C:36]=1[F:43].[NH2:7][CH:8]([CH2:46][C:47]1[CH:48]=[CH:49][CH:50]=[CH:51][CH:52]=1)[C:9]([N:10]1[CH2:11][CH2:12][CH2:13][CH:56]1[C:55]([OH:58])=[O:57])=[O:45], predict the reactants needed to synthesize it. (6) Given the product [CH2:45]([N:8]([CH2:1][C:2]1[CH:7]=[CH:6][CH:5]=[CH:4][CH:3]=1)[C:9]1[N:14]=[CH:13][N:12]=[C:11]2[C:10]=1[N:31]([C:32]1[CH:37]=[CH:36][C:35]([O:38][C:39]3[CH:40]=[CH:41][CH:42]=[CH:43][CH:44]=3)=[CH:34][N:33]=1)[C:53](=[O:55])[N:15]2[C:16]1[CH:17]=[C:18]([N:22]([CH3:30])[C:23](=[O:29])[O:24][C:25]([CH3:27])([CH3:28])[CH3:26])[CH:19]=[CH:20][CH:21]=1)[C:46]1[CH:47]=[CH:48][CH:49]=[CH:50][CH:51]=1, predict the reactants needed to synthesize it. The reactants are: [CH2:1]([N:8]([CH2:45][C:46]1[CH:51]=[CH:50][CH:49]=[CH:48][CH:47]=1)[C:9]1[N:14]=[CH:13][N:12]=[C:11]([NH:15][C:16]2[CH:17]=[C:18]([N:22]([CH3:30])[C:23](=[O:29])[O:24][C:25]([CH3:28])([CH3:27])[CH3:26])[CH:19]=[CH:20][CH:21]=2)[C:10]=1[NH:31][C:32]1[CH:37]=[CH:36][C:35]([O:38][C:39]2[CH:44]=[CH:43][CH:42]=[CH:41][CH:40]=2)=[CH:34][N:33]=1)[C:2]1[CH:7]=[CH:6][CH:5]=[CH:4][CH:3]=1.Cl[C:53](Cl)([O:55]C(=O)OC(Cl)(Cl)Cl)Cl. (7) Given the product [Cl:1][C:2]1[CH:3]=[CH:4][C:5]([C:8]2[CH:13]=[CH:12][CH:11]=[C:10]([CH2:14][OH:15])[C:9]=2[O:18][CH3:19])=[CH:6][CH:7]=1, predict the reactants needed to synthesize it. The reactants are: [Cl:1][C:2]1[CH:7]=[CH:6][C:5]([C:8]2[CH:13]=[CH:12][CH:11]=[C:10]([C:14](OC)=[O:15])[C:9]=2[O:18][CH3:19])=[CH:4][CH:3]=1.[H-].[H-].[H-].[H-].[Li+].[Al+3].[NH4+].[Cl-]. (8) The reactants are: [CH:1]([N:4]=[C:5]=[O:6])([CH3:3])[CH3:2].[F:7][C:8]1[CH:9]=[CH:10][C:11]([NH:14][NH2:15])=[N:12][CH:13]=1. Given the product [F:7][C:8]1[CH:9]=[CH:10][C:11]([NH:14][NH:15][C:5]([NH:4][CH:1]([CH3:3])[CH3:2])=[O:6])=[N:12][CH:13]=1, predict the reactants needed to synthesize it. (9) The reactants are: C(OC([N:8]1[C:12]([NH2:13])=[C:11]([F:14])[C:10]([C:15]2[CH:16]=[N:17][C:18]([O:21][CH3:22])=[CH:19][CH:20]=2)=[N:9]1)=O)(C)(C)C.[ClH:23].C(OCC)C. Given the product [ClH:23].[F:14][C:11]1[C:10]([C:15]2[CH:16]=[N:17][C:18]([O:21][CH3:22])=[CH:19][CH:20]=2)=[N:9][NH:8][C:12]=1[NH2:13], predict the reactants needed to synthesize it. (10) Given the product [Br:26][C:15]1[C:16]([C:18]([F:21])([F:19])[F:20])=[CH:17][C:12]([C:3]2[C:2]([F:1])=[C:7]([F:8])[C:6]([F:9])=[C:5]([F:10])[C:4]=2[F:11])=[CH:13][C:14]=1[C:22]([F:25])([F:24])[F:23], predict the reactants needed to synthesize it. The reactants are: [F:1][C:2]1[C:7]([F:8])=[C:6]([F:9])[C:5]([F:10])=[C:4]([F:11])[C:3]=1[C:12]1[CH:17]=[C:16]([C:18]([F:21])([F:20])[F:19])[CH:15]=[C:14]([C:22]([F:25])([F:24])[F:23])[CH:13]=1.[Br:26]Br.C(Cl)(Cl)Cl.S([O-])([O-])=O.[Na+].[Na+].